Predict which catalyst facilitates the given reaction. From a dataset of Catalyst prediction with 721,799 reactions and 888 catalyst types from USPTO. (1) The catalyst class is: 2. Reactant: [C:1]([O:5][C:6]([N:8]1[CH2:17][CH2:16][C:15]2[C:10](=[CH:11][CH:12]=[C:13]([CH2:18][OH:19])[CH:14]=2)[CH2:9]1)=[O:7])([CH3:4])([CH3:3])[CH3:2].[Cl:20][C:21]1[CH:26]=[CH:25][C:24](O)=[CH:23][C:22]=1[C:28]([F:31])([F:30])[F:29].C1C=CC(P(C2C=CC=CC=2)C2C=CC=CC=2)=CC=1.N(C(N1CCCCC1)=O)=NC(N1CCCCC1)=O. Product: [C:1]([O:5][C:6]([N:8]1[CH2:17][CH2:16][C:15]2[C:10](=[CH:11][CH:12]=[C:13]([CH2:18][O:19][C:24]3[CH:25]=[CH:26][C:21]([Cl:20])=[C:22]([C:28]([F:31])([F:30])[F:29])[CH:23]=3)[CH:14]=2)[CH2:9]1)=[O:7])([CH3:4])([CH3:2])[CH3:3]. (2) Reactant: [Br:1][C:2]1[CH:7]=[CH:6][C:5]([O:8][CH2:9][C:10]2[CH:19]=[CH:18][C:17]3[C:12](=[CH:13][CH:14]=[CH:15][CH:16]=3)[CH:11]=2)=[CH:4][C:3]=1N.[N+:21]([O:24][N+]([O-])=O)([O-])=[O:22].[NH4+].[Cl-].[In]. Product: [Br:1][C:2]1[CH:7]=[CH:6][C:5]([O:8][CH2:9][C:10]2[CH:19]=[CH:18][C:17]3[C:12](=[CH:13][CH:14]=[CH:15][CH:16]=3)[CH:11]=2)=[CH:4][C:3]=1[N+:21]([O-:24])=[O:22]. The catalyst class is: 8. (3) Reactant: [Cl:1][C:2]1[CH:7]=[CH:6][C:5]([CH2:8][N:9]2[CH2:14][CH2:13][N:12](C(OC(C)(C)C)=O)[CH2:11][CH2:10]2)=[C:4]([N:22]2[CH2:27][CH2:26][CH:25]([C:28]([N:30]3[CH2:34][CH2:33][CH2:32][CH2:31]3)=[O:29])[CH2:24][CH2:23]2)[CH:3]=1.C(O)(C(F)(F)F)=O. Product: [Cl:1][C:2]1[CH:7]=[CH:6][C:5]([CH2:8][N:9]2[CH2:14][CH2:13][NH:12][CH2:11][CH2:10]2)=[C:4]([N:22]2[CH2:27][CH2:26][CH:25]([C:28]([N:30]3[CH2:34][CH2:33][CH2:32][CH2:31]3)=[O:29])[CH2:24][CH2:23]2)[CH:3]=1. The catalyst class is: 2. (4) Reactant: [C:1]([CH:4]([CH2:9][CH2:10][CH2:11][CH2:12][CH2:13][CH3:14])[C:5]([O:7]C)=[O:6])(=[O:3])[CH3:2].[OH-].[K+]. Product: [C:1]([CH:4]([CH2:9][CH2:10][CH2:11][CH2:12][CH2:13][CH3:14])[C:5]([OH:7])=[O:6])(=[O:3])[CH3:2]. The catalyst class is: 4. (5) Reactant: Br[C:2]1[C:3]([O:9][CH3:10])=[N:4][C:5]([Cl:8])=[CH:6][CH:7]=1.[N:11]1([C:17]([O:19][C:20]([CH3:23])([CH3:22])[CH3:21])=[O:18])[CH2:16][CH2:15][NH:14][CH2:13][CH2:12]1.CC(C)([O-])C.[Na+].CC1(C)C2C(=C(P(C3C=CC=CC=3)C3C=CC=CC=3)C=CC=2)OC2C(P(C3C=CC=CC=3)C3C=CC=CC=3)=CC=CC1=2. Product: [Cl:8][C:5]1[N:4]=[C:3]([O:9][CH3:10])[C:2]([N:14]2[CH2:13][CH2:12][N:11]([C:17]([O:19][C:20]([CH3:23])([CH3:22])[CH3:21])=[O:18])[CH2:16][CH2:15]2)=[CH:7][CH:6]=1. The catalyst class is: 101. (6) Reactant: [H-].[Na+].[CH3:3][N:4]([CH3:8])[CH2:5][CH2:6][OH:7].[Br:9][C:10]1[CH:15]=[CH:14][C:13]([N+:16]([O-:18])=[O:17])=[C:12](F)[CH:11]=1.O. Product: [Br:9][C:10]1[CH:11]=[CH:12][C:13]([N+:16]([O-:18])=[O:17])=[C:14]([CH:15]=1)[O:7][CH2:6][CH2:5][N:4]([CH3:8])[CH3:3]. The catalyst class is: 1.